From a dataset of Full USPTO retrosynthesis dataset with 1.9M reactions from patents (1976-2016). Predict the reactants needed to synthesize the given product. Given the product [CH2:42]([N:18]([C:15]1[CH:16]=[CH:17][C:12]([O:11][CH2:10][CH2:9][O:8][Si:1]([C:4]([CH3:7])([CH3:5])[CH3:6])([CH3:3])[CH3:2])=[C:13]([O:34][CH:35]([F:36])[F:37])[CH:14]=1)[C:19](=[O:33])[C:20]([O:23][C:24]1[CH:25]=[CH:26][C:27]([CH:30]2[CH2:31][CH2:32]2)=[CH:28][CH:29]=1)=[CH:21][CH3:22])[CH:41]=[CH2:40], predict the reactants needed to synthesize it. The reactants are: [Si:1]([O:8][CH2:9][CH2:10][O:11][C:12]1[CH:17]=[CH:16][C:15]([NH:18][C:19](=[O:33])[C:20]([O:23][C:24]2[CH:29]=[CH:28][C:27]([CH:30]3[CH2:32][CH2:31]3)=[CH:26][CH:25]=2)=[CH:21][CH3:22])=[CH:14][C:13]=1[O:34][CH:35]([F:37])[F:36])([C:4]([CH3:7])([CH3:6])[CH3:5])([CH3:3])[CH3:2].[H-].[Na+].[CH2:40](Br)[CH:41]=[CH2:42].